Dataset: Full USPTO retrosynthesis dataset with 1.9M reactions from patents (1976-2016). Task: Predict the reactants needed to synthesize the given product. (1) Given the product [CH2:20]([O:16][C@H:12]1[C@H:11]([O:17][CH2:20][C:21]2[CH:26]=[CH:25][CH:24]=[CH:23][CH:22]=2)[C@@H:10]([CH2:9][O:8][Si:1]([C:4]([CH3:7])([CH3:6])[CH3:5])([CH3:3])[CH3:2])[O:15][CH:14]=[CH:13]1)[C:21]1[CH:26]=[CH:25][CH:24]=[CH:23][CH:22]=1, predict the reactants needed to synthesize it. The reactants are: [Si:1]([O:8][CH2:9][C@H:10]1[O:15][CH:14]=[CH:13][C@@H:12]([OH:16])[C@@H:11]1[OH:17])([C:4]([CH3:7])([CH3:6])[CH3:5])([CH3:3])[CH3:2].[OH-].[Na+].[CH2:20](Br)[C:21]1[CH:26]=[CH:25][CH:24]=[CH:23][CH:22]=1. (2) Given the product [OH:36][CH2:35][C:33]1[CH:34]=[C:29]([C:25]2[CH:24]=[C:23]([C:21]3[CH2:20][C:19](=[O:44])[NH:18][C:9]4[CH:10]=[C:11]([C:14]([F:17])([F:15])[F:16])[CH:12]=[CH:13][C:8]=4[N:7]=3)[CH:28]=[CH:27][CH:26]=2)[CH:30]=[C:31]([CH3:43])[N:32]=1, predict the reactants needed to synthesize it. The reactants are: C(OC(=O)[NH:7][C:8]1[CH:13]=[CH:12][C:11]([C:14]([F:17])([F:16])[F:15])=[CH:10][C:9]=1[NH:18][C:19](=[O:44])[CH2:20][C:21]([C:23]1[CH:28]=[CH:27][CH:26]=[C:25]([C:29]2[CH:34]=[C:33]([CH2:35][O:36]C3CCCCO3)[N:32]=[C:31]([CH3:43])[CH:30]=2)[CH:24]=1)=O)(C)(C)C.C(O)(C(F)(F)F)=O.